The task is: Predict the reactants needed to synthesize the given product.. This data is from Full USPTO retrosynthesis dataset with 1.9M reactions from patents (1976-2016). (1) Given the product [NH:1]([C:27]([O:29][CH2:30][C:31]1[CH:32]=[CH:33][CH:34]=[CH:35][CH:36]=1)=[O:28])[C@@H:2]([C:22]([O:24][CH2:25][CH3:26])=[O:23])[CH2:3][CH2:4][C:5]([NH:7][C@@H:8]([C:19]([O:21][CH3:39])=[O:20])[CH2:9][C:10]1[C:18]2[C:13](=[CH:14][CH:15]=[CH:16][CH:17]=2)[NH:12][CH:11]=1)=[O:6], predict the reactants needed to synthesize it. The reactants are: [NH:1]([C:27]([O:29][CH2:30][C:31]1[CH:36]=[CH:35][CH:34]=[CH:33][CH:32]=1)=[O:28])[C@@H:2]([C:22]([O:24][CH2:25][CH3:26])=[O:23])[CH2:3][CH2:4][C:5]([NH:7][C@@H:8]([C:19]([OH:21])=[O:20])[CH2:9][C:10]1[C:18]2[C:13](=[CH:14][CH:15]=[CH:16][CH:17]=2)[NH:12][CH:11]=1)=[O:6].IC.[C:39](=O)([O-])[O-].[K+].[K+]. (2) Given the product [N+:10]([C:7]1[CH:6]=[CH:5][C:4]([C:2]2([CH3:1])[O:27][CH2:26][CH2:25][CH2:24][O:3]2)=[CH:9][CH:8]=1)([O-:12])=[O:11], predict the reactants needed to synthesize it. The reactants are: [CH3:1][C:2]([C:4]1[CH:9]=[CH:8][C:7]([N+:10]([O-:12])=[O:11])=[CH:6][CH:5]=1)=[O:3].C1(C)C=CC(S(O)(=O)=O)=CC=1.[CH2:24](O)[CH2:25][CH2:26][OH:27].